This data is from Full USPTO retrosynthesis dataset with 1.9M reactions from patents (1976-2016). The task is: Predict the reactants needed to synthesize the given product. (1) Given the product [Cl:46][C:43]([F:44])([F:45])[O:42][C:39]1[CH:40]=[CH:41][C:36]([NH:35][C:33](=[O:34])[C:32]2[CH:47]=[C:28]([C:19]3[NH:15][N:16]=[C:17]([C:23]([F:24])([F:25])[F:26])[CH:18]=3)[C:29]([N:48]3[CH2:52][CH2:51][C@@H:50]([OH:53])[CH2:49]3)=[N:30][CH:31]=2)=[CH:37][CH:38]=1, predict the reactants needed to synthesize it. The reactants are: [O-]P([O-])([O-])=O.[K+].[K+].[K+].O1CCCCC1[N:15]1[C:19](B(O)O)=[CH:18][C:17]([C:23]([F:26])([F:25])[F:24])=[N:16]1.Br[C:28]1[C:29]([N:48]2[CH2:52][CH2:51][C@@H:50]([OH:53])[CH2:49]2)=[N:30][CH:31]=[C:32]([CH:47]=1)[C:33]([NH:35][C:36]1[CH:41]=[CH:40][C:39]([O:42][C:43]([Cl:46])([F:45])[F:44])=[CH:38][CH:37]=1)=[O:34].C(O)(C(F)(F)F)=O.C([O-])([O-])=O.[Na+].[Na+]. (2) The reactants are: FC(F)(F)C(O)=O.[F:8][C:9]1[C:14]([F:15])=[CH:13][CH:12]=[CH:11][C:10]=1[C@H:16]1[CH2:22][NH:21][C:20](=[S:23])[C@H:19]([NH:24]C(=O)OC(C)(C)C)[CH2:18][CH2:17]1. Given the product [NH2:24][C@@H:19]1[CH2:18][CH2:17][C@@H:16]([C:10]2[CH:11]=[CH:12][CH:13]=[C:14]([F:15])[C:9]=2[F:8])[CH2:22][NH:21][C:20]1=[S:23], predict the reactants needed to synthesize it. (3) The reactants are: Br[C:2]1[C:3]2[C:8]([CH:9]=[C:10]3[C:15]=1[CH:14]=[CH:13][CH:12]=[CH:11]3)=[CH:7][CH:6]=[CH:5][CH:4]=2.[CH:16]1[C:21]2=[C:22]3[C:31](=[CH:32][CH:33]=[C:20]2[CH:19]=[CH:18][C:17]=1B(O)O)[CH:30]=[C:29]1[C:24]([CH:25]=[CH:26][CH:27]=[CH:28]1)=[CH:23]3.[O-]P([O-])([O-])=O.[K+].[K+].[K+].C(P(C(C)(C)C)C(C)(C)C)(C)(C)C. Given the product [CH:14]1[C:15]2[C:10](=[CH:9][C:8]3[C:3]([C:2]=2[C:19]2[C:20]4=[CH:33][CH:32]=[C:31]5[C:22]([CH:23]=[C:24]6[C:29]([CH:28]=[CH:27][CH:26]=[CH:25]6)=[CH:30]5)=[C:21]4[CH:16]=[CH:17][CH:18]=2)=[CH:4][CH:5]=[CH:6][CH:7]=3)[CH:11]=[CH:12][CH:13]=1, predict the reactants needed to synthesize it. (4) Given the product [Br:19][C:20]1[CH:21]=[C:22]([C:26]2([C:7]3[CH:12]=[CH:11][N:10]=[C:9]([O:13][CH:14]=[C:15]([F:17])[F:18])[CH:8]=3)[C:34]3[C:35](=[N:36][CH:37]=[CH:38][CH:39]=3)[C:40]([NH2:41])=[N:27]2)[CH:23]=[CH:24][CH:25]=1, predict the reactants needed to synthesize it. The reactants are: C([Li])(C)(C)C.Br[C:7]1[CH:12]=[CH:11][N:10]=[C:9]([O:13][CH2:14][C:15]([F:18])([F:17])F)[CH:8]=1.[Br:19][C:20]1[CH:21]=[C:22]([C:26]([C:34]2[C:35]([C:40]#[N:41])=[N:36][CH:37]=[CH:38][CH:39]=2)=[N:27]S(C(C)(C)C)=O)[CH:23]=[CH:24][CH:25]=1.Cl. (5) Given the product [CH2:1]([O:8][C:9]1[N:14]=[C:13]([NH:26][NH:25][C:21]2[CH:22]=[CH:23][CH:24]=[C:19]([C:18]([F:17])([F:28])[F:27])[CH:20]=2)[C:12]([F:16])=[CH:11][N:10]=1)[C:2]1[CH:7]=[CH:6][CH:5]=[CH:4][CH:3]=1, predict the reactants needed to synthesize it. The reactants are: [CH2:1]([O:8][C:9]1[N:14]=[C:13](Cl)[C:12]([F:16])=[CH:11][N:10]=1)[C:2]1[CH:7]=[CH:6][CH:5]=[CH:4][CH:3]=1.[F:17][C:18]([F:28])([F:27])[C:19]1[CH:20]=[C:21]([NH:25][NH2:26])[CH:22]=[CH:23][CH:24]=1.C(O)C.C(N(CC)CC)C. (6) The reactants are: [Br:1][C:2]1[N:7]=[CH:6][C:5]([OH:8])=[CH:4][CH:3]=1.C([O-])([O-])=O.[K+].[K+].Br[CH:16]1[CH2:20][CH2:19][CH2:18][CH2:17]1. Given the product [Br:1][C:2]1[CH:3]=[CH:4][C:5]([O:8][CH:16]2[CH2:20][CH2:19][CH2:18][CH2:17]2)=[CH:6][N:7]=1, predict the reactants needed to synthesize it. (7) Given the product [CH2:42]([O:12][C:13]([N:15]1[CH2:20][CH2:19][CH:18]([N:21]2[C:25]3=[N:26][CH:27]=[N:28][C:29]([O:30][C:31]4[C:32]([CH3:37])=[N:33][CH:34]=[CH:35][CH:36]=4)=[C:24]3[CH:23]=[N:22]2)[CH2:17][CH2:16]1)=[O:14])[CH:43]([CH3:45])[CH3:44], predict the reactants needed to synthesize it. The reactants are: FC(F)(F)C(O)=O.C([O:12][C:13]([N:15]1[CH2:20][CH2:19][CH:18]([N:21]2[C:25]3=[N:26][CH:27]=[N:28][C:29]([O:30][C:31]4[C:32]([CH3:37])=[N:33][CH:34]=[CH:35][CH:36]=4)=[C:24]3[CH:23]=[N:22]2)[CH2:17][CH2:16]1)=[O:14])(C)(C)C.ClC(O[CH2:42][CH:43]([CH3:45])[CH3:44])=O.C(N(CC)CC)C. (8) Given the product [C:15]([N:5]1[CH2:6][CH2:7][C:8]([C:9]2[CH:14]=[CH:13][CH:12]=[CH:11][CH:10]=2)=[C:3]([CH2:2][O:18][C:19]2[CH:26]=[CH:25][CH:24]=[C:23]([OH:27])[C:20]=2[CH:21]=[O:22])[CH2:4]1)(=[O:17])[CH3:16], predict the reactants needed to synthesize it. The reactants are: Cl[CH2:2][C:3]1[CH2:4][N:5]([C:15](=[O:17])[CH3:16])[CH2:6][CH2:7][C:8]=1[C:9]1[CH:14]=[CH:13][CH:12]=[CH:11][CH:10]=1.[OH:18][C:19]1[CH:26]=[CH:25][CH:24]=[C:23]([OH:27])[C:20]=1[CH:21]=[O:22].C([O-])([O-])=O.[K+].[K+]. (9) Given the product [NH2:20][CH:11]([C:4]1[C:5]([O:9][CH3:10])=[CH:6][CH:7]=[CH:8][C:3]=1[O:2][CH3:1])[CH2:12][CH:13]([CH3:19])[C:14]([O:16][CH2:17][CH3:18])=[O:15], predict the reactants needed to synthesize it. The reactants are: [CH3:1][O:2][C:3]1[CH:8]=[CH:7][CH:6]=[C:5]([O:9][CH3:10])[C:4]=1[CH:11]([NH:20]S(C(C)(C)C)=O)[CH2:12][CH:13]([CH3:19])[C:14]([O:16][CH2:17][CH3:18])=[O:15].Cl.O1CCOCC1. (10) Given the product [OH:26][C:24]([CH3:25])([CH3:27])[CH2:23][CH2:22][O:21][C@H:19]([C@@H:13]1[C@:14]2([CH3:18])[C@H:10]([C@@H:9]([OH:8])[CH2:17][CH2:16][CH2:15]2)[CH2:11][CH2:12]1)[CH3:20], predict the reactants needed to synthesize it. The reactants are: [Si]([O:8][C@H:9]1[CH2:17][CH2:16][CH2:15][C@@:14]2([CH3:18])[C@H:10]1[CH2:11][CH2:12][C@@H:13]2[C@@H:19]([O:21][CH2:22][CH2:23][C:24]([CH3:27])([OH:26])[CH3:25])[CH3:20])(C(C)(C)C)(C)C.